Predict the reaction yield, written as a fraction of the theoretical maximum amount of product (1.0 means a 100% yield; for example, 0.34 means a 34% yield). From a dataset of Reaction yield outcomes from USPTO patents with 853,638 reactions. (1) The reactants are C(OC(=O)[NH:7][CH:8]([C:10]1[CH2:19][C@@H:18]([C:20]2[CH:25]=[CH:24][C:23]([Cl:26])=[C:22]([Cl:27])[CH:21]=2)[C:17]2[C:12](=[CH:13][CH:14]=[CH:15][CH:16]=2)[CH:11]=1)[CH3:9])(C)(C)C.C(O)(C(F)(F)F)=O. The catalyst is C(Cl)Cl. The yield is 0.850. The product is [Cl:27][C:22]1[CH:21]=[C:20]([C@H:18]2[C:17]3[C:12](=[CH:13][CH:14]=[CH:15][CH:16]=3)[CH:11]=[C:10]([CH:8]([NH2:7])[CH3:9])[CH2:19]2)[CH:25]=[CH:24][C:23]=1[Cl:26]. (2) The reactants are [F:1][CH:2]([F:12])[CH2:3][NH:4][C:5]1[C:6]([NH2:11])=[CH:7][CH:8]=[CH:9][CH:10]=1.O=[C:14]([C:18]1[CH:23]=[CH:22][CH:21]=[CH:20][CH:19]=1)[C:15](O)=[O:16]. The catalyst is CO. The product is [F:1][CH:2]([F:12])[CH2:3][N:4]1[C:5]2[C:6](=[CH:7][CH:8]=[CH:9][CH:10]=2)[N:11]=[C:14]([C:18]2[CH:23]=[CH:22][CH:21]=[CH:20][CH:19]=2)[C:15]1=[O:16]. The yield is 0.350. (3) The reactants are [F:1][C:2]1[CH:7]=[CH:6][C:5]([F:8])=[CH:4][C:3]=1[C@H:9]1[CH2:13][CH2:12][CH2:11][N:10]1[C:14]1[CH:19]=[CH:18][N:17]2[N:20]=[CH:21][C:22]([NH:23][C:24]([N:26]3[CH2:29][CH:28]([OH:30])[CH2:27]3)=[O:25])=[C:16]2[N:15]=1.[S:31](=[O:35])(=[O:34])([OH:33])[OH:32]. The catalyst is CO. The product is [S:31]([OH:35])([OH:34])(=[O:33])=[O:32].[F:1][C:2]1[CH:7]=[CH:6][C:5]([F:8])=[CH:4][C:3]=1[C@H:9]1[CH2:13][CH2:12][CH2:11][N:10]1[C:14]1[CH:19]=[CH:18][N:17]2[N:20]=[CH:21][C:22]([NH:23][C:24]([N:26]3[CH2:29][CH:28]([OH:30])[CH2:27]3)=[O:25])=[C:16]2[N:15]=1. The yield is 0.700.